From a dataset of Human liver microsome stability data. Regression/Classification. Given a drug SMILES string, predict its absorption, distribution, metabolism, or excretion properties. Task type varies by dataset: regression for continuous measurements (e.g., permeability, clearance, half-life) or binary classification for categorical outcomes (e.g., BBB penetration, CYP inhibition). Dataset: hlm. (1) The compound is O=C(NC1CCN(c2ncnc3c2nc(-c2ccccc2Cl)n3-c2ccc(Cl)cc2)CC1)NC1(C(F)(F)F)CCCC1. The result is 1 (stable in human liver microsomes). (2) The drug is CCOC(=O)Cn1cc(CN2CCN(c3cc(C(=O)Nc4ccc5c(c4)-c4c(c(C(N)=O)nn4-c4cccc(F)c4)CC5)c(Cl)cn3)CC2)cn1. The result is 1 (stable in human liver microsomes). (3) The compound is FC(F)(F)Oc1ccccc1CC(c1ccccc1)N1CCNCC1. The result is 0 (unstable in human liver microsomes).